Dataset: Reaction yield outcomes from USPTO patents with 853,638 reactions. Task: Predict the reaction yield, written as a fraction of the theoretical maximum amount of product (1.0 means a 100% yield; for example, 0.34 means a 34% yield). (1) The yield is 0.620. The product is [O:10]1[CH:14]=[CH:13][CH:12]=[C:11]1[C:15]1[N:23]=[C:22]([NH2:24])[N:21]=[C:20]2[C:16]=1[N:17]=[CH:18][N:19]2[C:6]([N:1]1[CH2:5][CH2:4][CH2:3][CH2:2]1)=[O:7]. The catalyst is C1(C)C=CC=CC=1.O. The reactants are [NH:1]1[CH2:5][CH2:4][CH2:3][CH2:2]1.[C:6](Cl)(Cl)=[O:7].[O:10]1[CH:14]=[CH:13][CH:12]=[C:11]1[C:15]1[NH:23][C:22]([NH2:24])=[N:21][C:20]2[C:16]=1[N:17]=[CH:18][N:19]=2.CCN(CC)CC. (2) The reactants are [N+:1]([C:4]1[CH:5]=[C:6]2[C:10](=[CH:11][CH:12]=1)[NH:9][CH:8]=[CH:7]2)([O-:3])=[O:2].[Al+3].[Cl-].[Cl-].[Cl-].Br[C:18]([CH3:21])([CH3:20])[CH3:19]. The catalyst is C(Cl)Cl. The product is [C:18]([C:7]1[C:6]2[C:10](=[CH:11][CH:12]=[C:4]([N+:1]([O-:3])=[O:2])[CH:5]=2)[NH:9][CH:8]=1)([CH3:21])([CH3:20])[CH3:19]. The yield is 0.310.